This data is from Reaction yield outcomes from USPTO patents with 853,638 reactions. The task is: Predict the reaction yield, written as a fraction of the theoretical maximum amount of product (1.0 means a 100% yield; for example, 0.34 means a 34% yield). (1) The reactants are [CH3:1][NH:2][CH2:3][C:4]1[C:17]2[C:12](=[CH:13][CH:14]=[CH:15][CH:16]=2)[C:11]([CH2:18][OH:19])=[C:10]2[C:5]=1[CH:6]=[CH:7][CH:8]=[CH:9]2.[C:28](O[C:28]([O:30][C:31]([CH3:34])([CH3:33])[CH3:32])=[O:29])([O:30][C:31]([CH3:34])([CH3:33])[CH3:32])=[O:29].CN(C)C. The catalyst is CO. The product is [C:31]([O:30][C:28](=[O:29])[N:2]([CH2:3][C:4]1[C:17]2[C:12]([C:11]([CH2:18][OH:19])=[C:10]3[C:5]=1[CH:6]=[CH:7][CH:8]=[CH:9]3)=[CH:13][CH:14]=[CH:15][CH:16]=2)[CH3:1])([CH3:32])([CH3:33])[CH3:34]. The yield is 0.780. (2) The reactants are [C:1]([O:5][C:6]([N:8]([CH2:14][C:15]1[CH:26]=[C:25]([O:27][CH3:28])[CH:24]=[CH:23][C:16]=1[CH:17]=[CH:18][C:19]([O:21][CH3:22])=[O:20])[CH2:9][C:10]([F:13])([F:12])[F:11])=[O:7])([CH3:4])([CH3:3])[CH3:2]. The catalyst is CO.[Pd]. The product is [C:1]([O:5][C:6]([N:8]([CH2:14][C:15]1[CH:26]=[C:25]([O:27][CH3:28])[CH:24]=[CH:23][C:16]=1[CH2:17][CH2:18][C:19]([O:21][CH3:22])=[O:20])[CH2:9][C:10]([F:11])([F:12])[F:13])=[O:7])([CH3:3])([CH3:4])[CH3:2]. The yield is 0.950. (3) The yield is 0.370. The catalyst is OS(O)(=O)=O. The reactants are [Cl:1][CH2:2][CH:3]1[C:11]2[C:10]3[C:12]([N+:16]([O-:18])=[O:17])=[CH:13][CH:14]=[CH:15][C:9]=3[CH:8]=[CH:7][C:6]=2[NH:5][CH2:4]1.[N+:19]([O-])([O-:21])=[O:20].[K+]. The product is [Cl:1][CH2:2][CH:3]1[C:11]2[C:10]3[C:12]([N+:16]([O-:18])=[O:17])=[CH:13][CH:14]=[CH:15][C:9]=3[C:8]([N+:19]([O-:21])=[O:20])=[CH:7][C:6]=2[NH:5][CH2:4]1. (4) The reactants are [C:1]1(=[O:8])[CH2:7][CH2:6][CH2:5][CH2:4][CH:3]=[CH:2]1.[Li][CH2:10][CH2:11][CH2:12][CH3:13]. The catalyst is CCOCC. The product is [CH2:10]([C:1]1([OH:8])[CH2:7][CH2:6][CH2:5][CH2:4][CH:3]=[CH:2]1)[CH2:11][CH2:12][CH3:13]. The yield is 0.260. (5) The reactants are [CH3:1][N:2]([CH2:19][C:20]1[O:21][C:22]2[CH:29]=[CH:28][CH:27]=[CH:26][C:23]=2[C:24]=1[CH3:25])[C:3](=[O:18])/[CH:4]=[CH:5]/[C:6]1[CH:17]=[N:16][C:9]2[NH:10][C:11](=[O:15])[CH2:12][NH:13][CH2:14][C:8]=2[CH:7]=1.[ClH:30]. The catalyst is C(Cl)Cl.CCOCC. The product is [ClH:30].[CH3:1][N:2]([CH2:19][C:20]1[O:21][C:22]2[CH:29]=[CH:28][CH:27]=[CH:26][C:23]=2[C:24]=1[CH3:25])[C:3](=[O:18])/[CH:4]=[CH:5]/[C:6]1[CH:17]=[N:16][C:9]2[NH:10][C:11](=[O:15])[CH2:12][NH:13][CH2:14][C:8]=2[CH:7]=1. The yield is 0.900. (6) The reactants are [CH:1]([O:4][C:5](=[O:33])[NH:6][C:7]1[CH:12]=[CH:11][C:10]([C:13]2[N:14]([CH:29]3[CH2:32][CH2:31][CH2:30]3)[C:15]3[C:20]([C:21]=2[C:22]#[N:23])=[CH:19][CH:18]=[C:17]([O:24][CH2:25][CH2:26][CH2:27]Cl)[CH:16]=3)=[CH:9][CH:8]=1)([CH3:3])[CH3:2].[I-].[Na+].[Na].[NH:37]1[CH:41]=[N:40][CH:39]=[N:38]1. The catalyst is CC#N. The product is [CH:1]([O:4][C:5](=[O:33])[NH:6][C:7]1[CH:12]=[CH:11][C:10]([C:13]2[N:14]([CH:29]3[CH2:32][CH2:31][CH2:30]3)[C:15]3[C:20]([C:21]=2[C:22]#[N:23])=[CH:19][CH:18]=[C:17]([O:24][CH2:25][CH2:26][CH2:27][N:37]2[CH:41]=[N:40][CH:39]=[N:38]2)[CH:16]=3)=[CH:9][CH:8]=1)([CH3:3])[CH3:2]. The yield is 0.780. (7) The reactants are Br[C:2]1[CH:7]=[C:6]([F:8])[C:5]([F:9])=[CH:4][C:3]=1[Cl:10].[OH:11][C:12]1[CH:17]=[CH:16][C:15](B(O)O)=[CH:14][CH:13]=1.C(=O)([O-])[O-].[K+].[K+]. The catalyst is O1CCOCC1.O.C1CCC(P(C2CCCCC2)C2CCCCC2)CC1.C1CCC(P(C2CCCCC2)C2CCCCC2)CC1.[Pd]. The product is [Cl:10][C:3]1[CH:4]=[C:5]([F:9])[C:6]([F:8])=[CH:7][C:2]=1[C:15]1[CH:16]=[CH:17][C:12]([OH:11])=[CH:13][CH:14]=1. The yield is 0.737. (8) The reactants are O1[C:5]2([CH2:10][CH2:9][CH:8]([N:11]3[C:16](=[O:17])[C:15]([CH2:18][C:19]4[CH:24]=[CH:23][C:22]([C:25]5[CH:30]=[CH:29][CH:28]=[CH:27][C:26]=5[C:31]5[NH:35][C:34](=[O:36])[O:33][N:32]=5)=[CH:21][C:20]=4[F:37])=[C:14]([CH2:38][CH2:39][CH3:40])[N:13]4[N:41]=[C:42]([CH3:44])[N:43]=[C:12]34)[CH2:7][CH2:6]2)[O:4]CC1.Cl.C(=O)([O-])O.[Na+]. The catalyst is O1CCCC1. The product is [F:37][C:20]1[CH:21]=[C:22]([C:25]2[CH:30]=[CH:29][CH:28]=[CH:27][C:26]=2[C:31]2[NH:35][C:34](=[O:36])[O:33][N:32]=2)[CH:23]=[CH:24][C:19]=1[CH2:18][C:15]1[C:16](=[O:17])[N:11]([CH:8]2[CH2:9][CH2:10][C:5](=[O:4])[CH2:6][CH2:7]2)[C:12]2[N:13]([N:41]=[C:42]([CH3:44])[N:43]=2)[C:14]=1[CH2:38][CH2:39][CH3:40]. The yield is 0.740. (9) The reactants are Cl[C:2]1[N:3]([C:13]2[CH:18]=[CH:17][CH:16]=[CH:15][CH:14]=2)[C:4]2[C:9]([C:10]=1[CH:11]=[O:12])=[CH:8][CH:7]=[CH:6][CH:5]=2.[CH3:19][O:20][C:21]([CH:23]1[CH2:28][NH:27][CH2:26][CH2:25][NH:24]1)=[O:22]. No catalyst specified. The product is [CH3:19][O:20][C:21]([CH:23]1[CH2:28][N:27]([C:2]2[N:3]([C:13]3[CH:18]=[CH:17][CH:16]=[CH:15][CH:14]=3)[C:4]3[C:9]([C:10]=2[CH:11]=[O:12])=[CH:8][CH:7]=[CH:6][CH:5]=3)[CH2:26][CH2:25][NH:24]1)=[O:22]. The yield is 0.0900. (10) The reactants are CN(C(ON1N=NC2C=CC=NC1=2)=[N+](C)C)C.F[P-](F)(F)(F)(F)F.[NH:25]([C:27]([CH:29]1[CH2:34][CH2:33][N:32]([C:35]([O:37][C:38]([CH3:41])([CH3:40])[CH3:39])=[O:36])[CH2:31][CH2:30]1)=[O:28])[NH2:26].[CH2:42]([O:49][N:50]1[C:56](=[O:57])[N:55]2[CH2:58][C@H:51]1[CH2:52][CH2:53][C@H:54]2[C:59](O)=[O:60])[C:43]1[CH:48]=[CH:47][CH:46]=[CH:45][CH:44]=1.CCN(C(C)C)C(C)C. The catalyst is C(Cl)Cl. The product is [CH2:42]([O:49][N:50]1[C:56](=[O:57])[N:55]2[CH2:58][C@H:51]1[CH2:52][CH2:53][C@H:54]2[C:59]([NH:26][NH:25][C:27]([CH:29]1[CH2:34][CH2:33][N:32]([C:35]([O:37][C:38]([CH3:41])([CH3:40])[CH3:39])=[O:36])[CH2:31][CH2:30]1)=[O:28])=[O:60])[C:43]1[CH:44]=[CH:45][CH:46]=[CH:47][CH:48]=1. The yield is 0.620.